Dataset: hERG Central: cardiac toxicity at 1µM, 10µM, and general inhibition. Task: Predict hERG channel inhibition at various concentrations. (1) The drug is CCN(CC)CCNC(=O)c1cn(CC)c2ccc(S(=O)(=O)N(C)C3CCCCC3)cc2c1=O. Results: hERG_inhib (hERG inhibition (general)): blocker. (2) The compound is COc1ccc(C(=O)C2CCCN(Cc3cccn3-c3ccccn3)C2)c(OC)c1. Results: hERG_inhib (hERG inhibition (general)): blocker.